This data is from Forward reaction prediction with 1.9M reactions from USPTO patents (1976-2016). The task is: Predict the product of the given reaction. (1) Given the reactants Cl[C:2]1[CH:7]=[C:6]([C:8]2[CH:13]=[CH:12][N:11]=[C:10]([Cl:14])[CH:9]=2)[N:5]=[C:4]([S:15][CH3:16])[N:3]=1.CC#N.[C:20]([N:27]1[CH2:32][C@@H:31]2[CH2:33][CH:28]1[CH2:29][NH:30]2)([O:22][C:23]([CH3:26])([CH3:25])[CH3:24])=[O:21].C([O-])([O-])=O.[K+].[K+], predict the reaction product. The product is: [C:23]([O:22][C:20]([N:27]1[CH2:32][CH:31]2[CH2:33][CH:28]1[CH2:29][N:30]2[C:2]1[CH:7]=[C:6]([C:8]2[CH:13]=[CH:12][N:11]=[C:10]([Cl:14])[CH:9]=2)[N:5]=[C:4]([S:15][CH3:16])[N:3]=1)=[O:21])([CH3:26])([CH3:24])[CH3:25]. (2) Given the reactants [NH2:1][C:2]1[CH:3]=[C:4]2[C:9](=[CH:10][CH:11]=1)[N:8]=[C:7]([NH:12][C@H:13]1[C:21]3[C:16](=[CH:17][CH:18]=[CH:19][CH:20]=3)[CH2:15][CH2:14]1)[CH:6]=[CH:5]2.[F:22][C:23]1[CH:28]=[CH:27][C:26]([S:29](Cl)(=[O:31])=[O:30])=[CH:25][CH:24]=1.C(=O)(O)[O-].[Na+], predict the reaction product. The product is: [F:22][C:23]1[CH:28]=[CH:27][C:26]([S:29]([NH:1][C:2]2[CH:3]=[C:4]3[C:9](=[CH:10][CH:11]=2)[N:8]=[C:7]([NH:12][C@H:13]2[C:21]4[C:16](=[CH:17][CH:18]=[CH:19][CH:20]=4)[CH2:15][CH2:14]2)[CH:6]=[CH:5]3)(=[O:31])=[O:30])=[CH:25][CH:24]=1. (3) Given the reactants [C:1]([C:8]1[C:9]([NH2:25])=[C:10](N)[C:11]([C:17]([O:19][C:20]([CH3:23])([CH3:22])C)=O)=[C:12]([CH:16]=1)C(O)=O)([O:3]C(C)(C)C)=[O:2].CN(C(O[N:41]1N=[N:41][C:36]2[CH:37]=[CH:38][CH:38]=[CH:37][C:36]1=2)=[N+](C)C)C.F[P-](F)(F)(F)(F)F.C(Cl)(Cl)Cl.[CH2:54]([N:56]([CH2:59][CH3:60])[CH2:57][CH3:58])[CH3:55].CN(C=[O:65])C, predict the reaction product. The product is: [NH2:25][CH2:9][CH2:8][C:1]([OH:3])=[O:2].[CH3:55][CH2:54][N:56]([CH2:59][C:60]([NH:41][C:36]1[CH:37]=[CH:38][CH:22]=[C:20]([O:19][CH2:17][C:11]2[CH:12]=[CH:16][CH:8]=[CH:9][CH:10]=2)[CH:23]=1)=[O:65])[CH2:57][CH3:58]. (4) Given the reactants C1(P([C:14]2[CH:19]=[CH:18]C=CC=2)C2C=CC=CC=2)C=CC=CC=1.[C:20]([Br:24])(Br)(Br)Br.[C:25](=[O:28])([O-])[OH:26].[Na+].[CH2:30](Cl)Cl, predict the reaction product. The product is: [CH3:30][O:26][C:25]([C:18]1([CH2:20][Br:24])[CH2:19][CH2:14]1)=[O:28]. (5) Given the reactants [OH:1][CH:2](CO)[CH2:3][C:4]1([C:18]([O:20][C:21]([CH3:24])([CH3:23])[CH3:22])=[O:19])[CH2:8][C:7](=[O:9])[N:6]([C:10]2[C:15]([CH3:16])=[CH:14][CH:13]=[CH:12][C:11]=2[CH3:17])[CH2:5]1.O.CO, predict the reaction product. The product is: [CH3:16][C:15]1[CH:14]=[CH:13][CH:12]=[C:11]([CH3:17])[C:10]=1[N:6]1[C:7](=[O:9])[CH2:8][C:4]([CH2:3][CH:2]=[O:1])([C:18]([O:20][C:21]([CH3:23])([CH3:24])[CH3:22])=[O:19])[CH2:5]1. (6) Given the reactants I[C:2]1[CH:3]=[C:4]2[N:10]=[CH:9][N:8]([CH2:11][C:12]3[CH:17]=[CH:16][C:15]([O:18][CH2:19][C:20]4[CH:21]=[N:22][C:23]([O:26][CH3:27])=[CH:24][CH:25]=4)=[C:14]([O:28][CH3:29])[CH:13]=3)[C:5]2=[N:6][CH:7]=1.Cl.[C:31]([C:33]1([OH:39])[CH2:38][CH2:37][CH2:36][NH:35][CH2:34]1)#[CH:32], predict the reaction product. The product is: [CH3:29][O:28][C:14]1[CH:13]=[C:12]([CH:17]=[CH:16][C:15]=1[O:18][CH2:19][C:20]1[CH:21]=[N:22][C:23]([O:26][CH3:27])=[CH:24][CH:25]=1)[CH2:11][N:8]1[C:5]2=[N:6][CH:7]=[C:2]([C:32]3[N:35]4[CH2:34][C:33]([OH:39])([CH2:38][CH2:37][CH2:36]4)[CH:31]=3)[CH:3]=[C:4]2[N:10]=[CH:9]1. (7) Given the reactants [Br:1][C:2]1[CH:11]=[C:10]2[C:5]([N:6]=[C:7](Cl)[C:8]3[N:9]2[CH:12]=[CH:13][N:14]=3)=[CH:4][C:3]=1[C:16]([F:19])([F:18])[F:17].[CH2:20]([CH2:23][OH:24])[CH2:21][NH2:22], predict the reaction product. The product is: [Br:1][C:2]1[CH:11]=[C:10]2[C:5]([N:6]=[C:7]([NH:22][CH2:21][CH2:20][CH2:23][OH:24])[C:8]3[N:9]2[CH:12]=[CH:13][N:14]=3)=[CH:4][C:3]=1[C:16]([F:19])([F:18])[F:17].